From a dataset of Forward reaction prediction with 1.9M reactions from USPTO patents (1976-2016). Predict the product of the given reaction. (1) Given the reactants [Cl:1][C:2]1[CH:3]=[CH:4][C:5]2[N:6]([CH:8]=[C:9]([C:11]([O:13]CC)=[O:12])[N:10]=2)[CH:7]=1.O.[OH-].[Li+:18], predict the reaction product. The product is: [Cl:1][C:2]1[CH:3]=[CH:4][C:5]2[N:6]([CH:8]=[C:9]([C:11]([O-:13])=[O:12])[N:10]=2)[CH:7]=1.[Li+:18]. (2) Given the reactants F[P-](F)(F)(F)(F)F.N1(O[P+](N(C)C)(N(C)C)N(C)C)C2C=CC=CC=2N=N1.[C:28]1([P:34]([C:44]2[CH:49]=[CH:48][CH:47]=[CH:46][CH:45]=2)[C:35]2[CH:36]=[C:37]([CH:41]=[CH:42][CH:43]=2)[C:38](O)=[O:39])[CH:33]=[CH:32][CH:31]=[CH:30][CH:29]=1.[C:50]([O:54][C:55]([NH:57][C:58]([NH2:60])=[NH:59])=[O:56])([CH3:53])([CH3:52])[CH3:51].CN1CCOCC1, predict the reaction product. The product is: [C:50]([O:54][C:55]([NH:57][C:58](=[NH:60])[NH:59][C:38](=[O:39])[C:37]1[CH:41]=[CH:42][CH:43]=[C:35]([P:34]([C:44]2[CH:49]=[CH:48][CH:47]=[CH:46][CH:45]=2)[C:28]2[CH:33]=[CH:32][CH:31]=[CH:30][CH:29]=2)[CH:36]=1)=[O:56])([CH3:53])([CH3:51])[CH3:52]. (3) Given the reactants [C:1](=O)([O-])[O-].[Cs+].[Cs+].[Cl:7][C:8]1[CH:13]=[CH:12][C:11]([OH:14])=[C:10]([C:15]2[N:16]=[CH:17][S:18][CH:19]=2)[CH:9]=1.C[O:21][C:22](=[O:41])[CH2:23][CH2:24][C:25]1[CH:30]=[CH:29][C:28]([O:31][CH2:32][CH2:33][C@@H:34](OS(C)(=O)=O)[CH3:35])=[CH:27][CH:26]=1.[OH-].[Na+].Cl, predict the reaction product. The product is: [Cl:7][C:8]1[CH:13]=[CH:12][C:11]([O:14][C@@H:34]([CH3:35])[CH2:33][CH2:32][O:31][C:28]2[CH:29]=[CH:30][C:25]([CH2:24][CH2:23][C:22]([OH:21])=[O:41])=[C:26]([CH3:1])[CH:27]=2)=[C:10]([C:15]2[N:16]=[CH:17][S:18][CH:19]=2)[CH:9]=1.